From a dataset of Forward reaction prediction with 1.9M reactions from USPTO patents (1976-2016). Predict the product of the given reaction. (1) The product is: [O:18]1[C:22]2[CH:23]=[CH:24][C:25]([NH:27][C:28](=[O:29])[O:17][C:13]3[CH:12]=[C:11]4[C:16](=[CH:15][CH:14]=3)[N:8]([CH2:1][C:2]3[CH:3]=[CH:4][CH:5]=[CH:6][CH:7]=3)[CH2:9][CH2:10]4)=[CH:26][C:21]=2[CH2:20][CH2:19]1. Given the reactants [CH2:1]([N:8]1[C:16]2[C:11](=[CH:12][C:13]([OH:17])=[CH:14][CH:15]=2)[CH2:10][CH2:9]1)[C:2]1[CH:7]=[CH:6][CH:5]=[CH:4][CH:3]=1.[O:18]1[C:22]2[CH:23]=[CH:24][C:25]([N:27]=[C:28]=[O:29])=[CH:26][C:21]=2[CH2:20][CH2:19]1, predict the reaction product. (2) Given the reactants CS(C)=O.[CH3:5][CH:6]1[CH2:11][NH:10][CH2:9][CH2:8][NH:7]1.[CH:12]1([N:15]2[C:24]3[C:19](=[CH:20][C:21]([F:28])=[C:22](F)[C:23]=3[O:25][CH3:26])[C:18](=[O:29])[C:17]([C:30]([OH:32])=[O:31])=[CH:16]2)[CH2:14][CH2:13]1, predict the reaction product. The product is: [CH3:5][CH:6]1[NH:7][CH2:8][CH2:9][N:10]([C:22]2[C:23]([O:25][CH3:26])=[C:24]3[N:15]([CH:12]4[CH2:13][CH2:14]4)[CH:16]=[C:17]([C:30]([OH:32])=[O:31])[C:18](=[O:29])[C:19]3=[CH:20][C:21]=2[F:28])[CH2:11]1. (3) Given the reactants [C:1]([NH:11][C@H:12]([C:17]([OH:19])=O)[CH2:13][CH:14]([CH3:16])[CH3:15])([O:3][CH2:4][C:5]1[CH:10]=[CH:9][CH:8]=[CH:7][CH:6]=1)=[O:2].Br.[NH2:21][C@H:22]1[CH2:27][CH2:26][O:25][C:23]1=[O:24].C1C=CC2N(O)N=NC=2C=1.Cl.CN(C)CCCN=C=NCC.C(N(CC)C(C)C)(C)C, predict the reaction product. The product is: [CH2:4]([O:3][C:1]([NH:11][C@H:12]([C:17]([NH:21][C@H:22]1[CH2:27][CH2:26][O:25][C:23]1=[O:24])=[O:19])[CH2:13][CH:14]([CH3:15])[CH3:16])=[O:2])[C:5]1[CH:6]=[CH:7][CH:8]=[CH:9][CH:10]=1. (4) Given the reactants C[O:2][C:3]([C:5]1[C:6](Cl)=[N:7][C:8]2[C:13]([C:14]=1[C:15]1[CH:20]=[CH:19][CH:18]=[CH:17][CH:16]=1)=[CH:12][C:11]([Cl:21])=[CH:10][C:9]=2[CH3:22])=[O:4].[CH2:24]([NH:26][CH2:27][CH3:28])[CH3:25], predict the reaction product. The product is: [Cl:21][C:11]1[CH:12]=[C:13]2[C:8](=[C:9]([CH3:22])[CH:10]=1)[N:7]=[C:6]([N:26]([CH2:27][CH3:28])[CH2:24][CH3:25])[C:5]([C:3]([OH:2])=[O:4])=[C:14]2[C:15]1[CH:16]=[CH:17][CH:18]=[CH:19][CH:20]=1. (5) Given the reactants Cl.[CH3:2][N:3]1[CH2:8][CH2:7][N:6]([C:9]2[N:14]=[CH:13][C:12]([C:15]3[S:16][C:17]4[CH:23]=[C:22]([C:24]([OH:26])=O)[CH:21]=[CH:20][C:18]=4[N:19]=3)=[CH:11][CH:10]=2)[CH2:5][CH2:4]1.S(Cl)([Cl:29])=O, predict the reaction product. The product is: [CH3:2][N:3]1[CH2:8][CH2:7][N:6]([C:9]2[N:14]=[CH:13][C:12]([C:15]3[S:16][C:17]4[CH:23]=[C:22]([C:24]([Cl:29])=[O:26])[CH:21]=[CH:20][C:18]=4[N:19]=3)=[CH:11][CH:10]=2)[CH2:5][CH2:4]1. (6) Given the reactants Cl[CH2:2][C:3]#[N:4].CCN(C(C)C)C(C)C.[N:14]([CH:17]([CH2:21][C:22]1[CH:27]=[CH:26][CH:25]=[CH:24][CH:23]=1)[C:18]([O-:20])=[O:19])=[N+:15]=[N-:16], predict the reaction product. The product is: [N:14]([C@@H:17]([CH2:21][C:22]1[CH:27]=[CH:26][CH:25]=[CH:24][CH:23]=1)[C:18]([O:20][CH2:2][C:3]#[N:4])=[O:19])=[N+:15]=[N-:16]. (7) Given the reactants Cl[C:2]1[N:7]=[C:6]([C:8]2[S:9][C:10]([Cl:13])=[CH:11][CH:12]=2)[CH:5]=[C:4]([C:14]([F:17])([F:16])[F:15])[N:3]=1.[I:18][C:19]1[N:20]=[CH:21][NH:22][CH:23]=1, predict the reaction product. The product is: [Cl:13][C:10]1[S:9][C:8]([C:6]2[CH:5]=[C:4]([C:14]([F:17])([F:16])[F:15])[N:3]=[C:2]([N:22]3[CH:23]=[C:19]([I:18])[N:20]=[CH:21]3)[N:7]=2)=[CH:12][CH:11]=1. (8) The product is: [F:1][C:2]1[CH:3]=[C:4]2[C:9](=[C:10]([N+:12]([O-:14])=[O:13])[CH:11]=1)[NH:8][CH:7]([CH3:17])[CH2:6][CH2:5]2. Given the reactants [F:1][C:2]1[CH:3]=[C:4]2[C:9](=[C:10]([N+:12]([O-:14])=[O:13])[CH:11]=1)[N:8](C=O)[CH:7]([CH3:17])[CH2:6][CH2:5]2.C(O)C.[OH-].[Na+], predict the reaction product. (9) Given the reactants [N-:1]=[N+:2]=[N-:3].[Na+].S([CH:9]1[CH2:16][CH2:15][CH2:14][CH:13]=[CH:12][CH2:11][CH2:10]1)(C)(=O)=O, predict the reaction product. The product is: [N:1]([CH:14]1[CH2:13][CH2:12][CH2:11][CH:10]=[CH:9][CH2:16][CH2:15]1)=[N+:2]=[N-:3]. (10) Given the reactants [H-].[Na+].[F:3][C:4]1[CH:11]=[CH:10][C:7]([CH2:8][OH:9])=[CH:6][CH:5]=1.[CH2:12]([O:14][C:15]([C:17]1[C:22]([C:23]([O:25][CH2:26][CH3:27])=[O:24])=[CH:21][CH:20]=[C:19](Cl)[N:18]=1)=[O:16])[CH3:13].O, predict the reaction product. The product is: [CH2:12]([O:14][C:15]([C:17]1[C:22]([C:23]([O:25][CH2:26][CH3:27])=[O:24])=[CH:21][CH:20]=[C:19]([O:9][CH2:8][C:7]2[CH:10]=[CH:11][C:4]([F:3])=[CH:5][CH:6]=2)[N:18]=1)=[O:16])[CH3:13].